This data is from Forward reaction prediction with 1.9M reactions from USPTO patents (1976-2016). The task is: Predict the product of the given reaction. The product is: [CH3:16][O:17][CH2:18][CH2:19][N:20]1[CH2:13][C:5]2[C:4](=[CH:9][CH:8]=[CH:7][C:6]=2[N+:10]([O-:12])=[O:11])[C:3]1=[O:15]. Given the reactants CO[C:3](=[O:15])[C:4]1[CH:9]=[CH:8][CH:7]=[C:6]([N+:10]([O-:12])=[O:11])[C:5]=1[CH2:13]Br.[CH3:16][O:17][CH2:18][CH2:19][NH2:20].O, predict the reaction product.